From a dataset of Catalyst prediction with 721,799 reactions and 888 catalyst types from USPTO. Predict which catalyst facilitates the given reaction. Reactant: CON(C)[C:4](=[O:32])[C:5]1[CH:10]=[CH:9][CH:8]=[C:7]([NH:11][C:12]2[CH:17]=[C:16]([NH:18][C:19]3[CH:24]=[CH:23][C:22]([O:25][C:26]4[CH:31]=[CH:30][CH:29]=[CH:28][CH:27]=4)=[CH:21][CH:20]=3)[N:15]=[CH:14][N:13]=2)[CH:6]=1.[H-].[H-].[H-].[H-].[Li+].[Al+3]. Product: [O:25]([C:22]1[CH:21]=[CH:20][C:19]([NH:18][C:16]2[N:15]=[CH:14][N:13]=[C:12]([NH:11][C:7]3[CH:6]=[C:5]([CH:10]=[CH:9][CH:8]=3)[CH:4]=[O:32])[CH:17]=2)=[CH:24][CH:23]=1)[C:26]1[CH:27]=[CH:28][CH:29]=[CH:30][CH:31]=1. The catalyst class is: 1.